Dataset: Forward reaction prediction with 1.9M reactions from USPTO patents (1976-2016). Task: Predict the product of the given reaction. (1) Given the reactants [Cl:1][C:2]1[CH:3]=[CH:4][C:5](F)=[C:6]([CH:9]=1)[CH:7]=[O:8].[C:11]([O:15][C:16]([N:18]1[CH2:23][CH2:22][NH:21][CH2:20][CH2:19]1)=[O:17])([CH3:14])([CH3:13])[CH3:12].C([O-])([O-])=O.[K+].[K+].O, predict the reaction product. The product is: [C:11]([O:15][C:16]([N:18]1[CH2:23][CH2:22][N:21]([C:5]2[CH:4]=[CH:3][C:2]([Cl:1])=[CH:9][C:6]=2[CH:7]=[O:8])[CH2:20][CH2:19]1)=[O:17])([CH3:14])([CH3:12])[CH3:13]. (2) Given the reactants [Cl:1][C:2]1[CH:3]=[N:4][C:5]2[N:6]([N:8]=[C:9]([C:11]([OH:13])=O)[CH:10]=2)[CH:7]=1.[F:14][C:15]1[CH:16]=[C:17]2[C:22](=[CH:23][C:24]=1[F:25])[CH:21]([CH3:26])[NH:20][CH2:19][CH2:18]2, predict the reaction product. The product is: [Cl:1][C:2]1[CH:3]=[N:4][C:5]2[N:6]([N:8]=[C:9]([C:11]([N:20]3[CH2:19][CH2:18][C:17]4[C:22](=[CH:23][C:24]([F:25])=[C:15]([F:14])[CH:16]=4)[CH:21]3[CH3:26])=[O:13])[CH:10]=2)[CH:7]=1.